Dataset: Reaction yield outcomes from USPTO patents with 853,638 reactions. Task: Predict the reaction yield, written as a fraction of the theoretical maximum amount of product (1.0 means a 100% yield; for example, 0.34 means a 34% yield). (1) The yield is 0.539. The reactants are [F:1][C:2]1[CH:7]=[CH:6][C:5]([CH:8]2[O:10][C:9]2([C:17](=O)[CH2:18][CH:19]2[CH2:24][CH2:23][N:22]([C:25]([O:27][C:28]([CH3:31])([CH3:30])[CH3:29])=[O:26])[CH2:21][CH2:20]2)[C:11]2[CH:16]=[CH:15][N:14]=[CH:13][CH:12]=2)=[CH:4][CH:3]=1.[NH2:33][NH2:34]. The product is [F:1][C:2]1[CH:7]=[CH:6][C:5]([CH:8]2[NH:34][N:33]=[C:17]([CH2:18][CH:19]3[CH2:24][CH2:23][N:22]([C:25]([O:27][C:28]([CH3:29])([CH3:31])[CH3:30])=[O:26])[CH2:21][CH2:20]3)[C:9]2([OH:10])[C:11]2[CH:12]=[CH:13][N:14]=[CH:15][CH:16]=2)=[CH:4][CH:3]=1. The catalyst is C(O)C. (2) The reactants are [CH3:1][O:2][C:3]1[CH:4]=[C:5]2[C:10](=[CH:11][CH:12]=1)[N:9]=[C:8]([NH:13][C@H:14]1[CH2:18][CH2:17][C@H:16]([NH2:19])[CH2:15]1)[CH:7]=[C:6]2[CH3:20].[Cl:21][C:22]1[C:23]([CH:28]=O)=[N:24][N:25]([CH3:27])[CH:26]=1. The catalyst is C(Cl)Cl.CO.C(Cl)Cl.CC(O)=O. The product is [Cl:21][C:22]1[C:23]([CH2:28][NH:19][C@H:16]2[CH2:17][CH2:18][C@H:14]([NH:13][C:8]3[CH:7]=[C:6]([CH3:20])[C:5]4[C:10](=[CH:11][CH:12]=[C:3]([O:2][CH3:1])[CH:4]=4)[N:9]=3)[CH2:15]2)=[N:24][N:25]([CH3:27])[CH:26]=1. The yield is 0.330. (3) The reactants are [OH:1][C:2]([C:5]1[CH:31]=[CH:30][C:8]([C:9]([NH:11][C:12]2[CH:17]=[C:16]([N:18]3[CH2:23][CH2:22][CH2:21][C@@H:20]([C:24]([OH:26])=O)[CH2:19]3)[N:15]3[N:27]=[CH:28][CH:29]=[C:14]3[N:13]=2)=[O:10])=[CH:7][CH:6]=1)([CH3:4])[CH3:3].[CH3:32][NH:33][CH3:34].CCN=C=NCCCN(C)C.C1C=CC2N(O)N=NC=2C=1. The catalyst is CN(C=O)C. The product is [OH:1][C:2]([C:5]1[CH:31]=[CH:30][C:8]([C:9]([NH:11][C:12]2[CH:17]=[C:16]([N:18]3[CH2:23][CH2:22][CH2:21][C@@H:20]([C:24]([N:33]([CH3:34])[CH3:32])=[O:26])[CH2:19]3)[N:15]3[N:27]=[CH:28][CH:29]=[C:14]3[N:13]=2)=[O:10])=[CH:7][CH:6]=1)([CH3:3])[CH3:4]. The yield is 0.690. (4) The reactants are [F:1][C:2]1[CH:10]=[C:9]([F:11])[CH:8]=[CH:7][C:3]=1[C:4]([OH:6])=[O:5].O(C(O[C:16]([CH3:19])([CH3:18])[CH3:17])=O)C(O[C:16]([CH3:19])([CH3:18])[CH3:17])=O. The catalyst is ClCCl.CC(O)(C)C. The product is [C:16]([O:5][C:4](=[O:6])[C:3]1[CH:7]=[CH:8][C:9]([F:11])=[CH:10][C:2]=1[F:1])([CH3:19])([CH3:18])[CH3:17]. The yield is 0.840. (5) The reactants are [C:1]1([S:11]([NH2:14])(=[O:13])=[O:12])[C:2]([S:7]([NH2:10])(=[O:9])=[O:8])=[CH:3][CH:4]=[CH:5][CH:6]=1.[Br:15][C:16]1[CH:24]=[CH:23][C:19]([C:20](O)=[O:21])=[C:18]([F:25])[CH:17]=1.Cl.CN(C)CCCN=C=NCC.O. The catalyst is CN(C)C1C=CN=CC=1.CN(C)C=O. The product is [Br:15][C:16]1[CH:24]=[CH:23][C:19]([C:20]([NH:10][S:7]([C:2]2[CH:3]=[CH:4][CH:5]=[CH:6][C:1]=2[S:11](=[O:13])(=[O:12])[NH2:14])(=[O:9])=[O:8])=[O:21])=[C:18]([F:25])[CH:17]=1. The yield is 0.910. (6) The reactants are [Cl:1][C:2]1[CH:3]=[C:4]([CH:17]=[CH:18][C:19]=1[O:20][CH2:21][C:22]1[CH:27]=[CH:26][CH:25]=[CH:24][N:23]=1)[NH:5][C:6]1[C:15]2[C:10](=[CH:11][CH:12]=[CH:13][C:14]=2F)[N:9]=[CH:8][N:7]=1.[CH3:28][N:29]([CH3:34])[CH2:30][CH:31]([OH:33])[CH3:32]. No catalyst specified. The product is [Cl:1][C:2]1[CH:3]=[C:4]([CH:17]=[CH:18][C:19]=1[O:20][CH2:21][C:22]1[CH:27]=[CH:26][CH:25]=[CH:24][N:23]=1)[NH:5][C:6]1[C:15]2[C:10](=[CH:11][CH:12]=[CH:13][C:14]=2[O:33][CH:31]([CH3:32])[CH2:30][N:29]([CH3:34])[CH3:28])[N:9]=[CH:8][N:7]=1. The yield is 0.260.